From a dataset of Full USPTO retrosynthesis dataset with 1.9M reactions from patents (1976-2016). Predict the reactants needed to synthesize the given product. (1) Given the product [Cl:15][C:16]1[CH:22]=[C:21]([S:23]([C:26]([F:27])([F:28])[F:29])(=[O:25])=[O:24])[CH:20]=[CH:19][C:17]=1[NH:18][C:4](=[O:6])[C:3]1[C:7]([CH3:14])=[CH:8][CH:9]=[C:10]([CH:11]([CH3:13])[CH3:12])[C:2]=1[OH:1], predict the reactants needed to synthesize it. The reactants are: [OH:1][C:2]1[C:10]([CH:11]([CH3:13])[CH3:12])=[CH:9][CH:8]=[C:7]([CH3:14])[C:3]=1[C:4]([OH:6])=O.[Cl:15][C:16]1[CH:22]=[C:21]([S:23]([C:26]([F:29])([F:28])[F:27])(=[O:25])=[O:24])[CH:20]=[CH:19][C:17]=1[NH2:18]. (2) Given the product [C:5]([NH:8][C:9]1[C:18]([N+:1]([O-:4])=[O:2])=[CH:17][C:12]([C:13]([O:15][CH3:16])=[O:14])=[C:11]([Cl:19])[CH:10]=1)(=[O:7])[CH3:6].[C:5]([NH:8][C:9]1[CH:18]=[CH:17][C:12]([C:13]([O:15][CH3:16])=[O:14])=[C:11]([Cl:19])[C:10]=1[N+:1]([O-:3])=[O:2])(=[O:7])[CH3:6], predict the reactants needed to synthesize it. The reactants are: [N+:1]([O-:4])([OH:3])=[O:2].[C:5]([NH:8][C:9]1[CH:18]=[CH:17][C:12]([C:13]([O:15][CH3:16])=[O:14])=[C:11]([Cl:19])[CH:10]=1)(=[O:7])[CH3:6]. (3) Given the product [CH3:21][O:20][C:6]1[C:7]([C@@H:11]([O:18][CH3:19])[CH2:12][CH2:13][CH2:14][CH2:15][CH2:16][CH3:17])=[CH:8][CH:9]=[CH:10][C:5]=1[C:3]1[N:22]=[C:23]([NH2:25])[S:24][CH:2]=1, predict the reactants needed to synthesize it. The reactants are: Cl[CH2:2][C:3]([C:5]1[CH:10]=[CH:9][CH:8]=[C:7]([C@@H:11]([O:18][CH3:19])[CH2:12][CH2:13][CH2:14][CH2:15][CH2:16][CH3:17])[C:6]=1[O:20][CH3:21])=O.[NH2:22][C:23]([NH2:25])=[S:24]. (4) The reactants are: [Br:1][C:2]1[C:7]2[C:8](=[O:24])[N:9]3[CH2:16][CH2:15][N:14](C(OC(C)(C)C)=O)[CH2:13][CH:10]3[CH2:11][O:12][C:6]=2[CH:5]=[CH:4][CH:3]=1.C(OCC)(=O)C.[ClH:31]. Given the product [ClH:31].[Br:1][C:2]1[C:7]2[C:8](=[O:24])[N:9]3[CH2:16][CH2:15][NH:14][CH2:13][CH:10]3[CH2:11][O:12][C:6]=2[CH:5]=[CH:4][CH:3]=1, predict the reactants needed to synthesize it. (5) Given the product [CH3:40][O:41][NH:42][C:4]([C:6]1[C:7](=[O:38])[C:8]2[CH:13]=[N:12][C:11]([NH:14][C:15]3[CH:20]=[CH:19][CH:18]=[C:17]([N:21]4[CH2:26][CH2:25][NH:24][CH2:23][CH2:22]4)[CH:16]=3)=[N:10][C:9]=2[N:27]([C:29]2[CH:30]=[C:31]3[C:35](=[CH:36][CH:37]=2)[CH2:34][CH2:33][CH2:32]3)[CH:28]=1)=[O:5], predict the reactants needed to synthesize it. The reactants are: C(O[C:4]([C:6]1[C:7](=[O:38])[C:8]2[CH:13]=[N:12][C:11]([NH:14][C:15]3[CH:20]=[CH:19][CH:18]=[C:17]([N:21]4[CH2:26][CH2:25][NH:24][CH2:23][CH2:22]4)[CH:16]=3)=[N:10][C:9]=2[N:27]([C:29]2[CH:30]=[C:31]3[C:35](=[CH:36][CH:37]=2)[CH2:34][CH2:33][CH2:32]3)[CH:28]=1)=[O:5])C.Cl.[CH3:40][O:41][NH2:42].C(N(CC)CC)C.C(O)(C(F)(F)F)=O.